This data is from Reaction yield outcomes from USPTO patents with 853,638 reactions. The task is: Predict the reaction yield, written as a fraction of the theoretical maximum amount of product (1.0 means a 100% yield; for example, 0.34 means a 34% yield). (1) The catalyst is C(OCC)(=O)C.CCCCCC. The reactants are C([CH:8]1[O:16][C:15]2[C:10](=[C:11]([S:17]([NH2:20])(=[O:19])=[O:18])[CH:12]=[CH:13][CH:14]=2)[O:9]1)(OC(C)(C)C)=O.[C:21](=[O:24])([O-])[O-:22].[Cs+].[Cs+].ClCC[N:30]1[CH:34]=[CH:33][CH:32]=[N:31]1.[I-].[Na+].[CH3:37]C(C)=O. The product is [CH2:11]([C:12]1[CH:13]=[CH:14][NH:31][N:30]=1)[CH3:10].[CH2:8]1[O:16][C:15]2[C:10](=[C:11]([S:17]([NH:20][C:21]([O:22][C:33]([CH3:34])([CH3:37])[CH3:32])=[O:24])(=[O:18])=[O:19])[CH:12]=[CH:13][CH:14]=2)[O:9]1. The yield is 0.130. (2) The product is [Cl:1][C:2]1[CH:3]=[C:4]2[C:9](=[CH:10][CH:11]=1)[CH:8]=[C:7]([S:12]([CH2:15][CH2:16][C:17]([N:19]1[CH2:20][CH2:21][CH:22]([CH2:25][CH2:26][C:27]3[N:28]=[C:29]([CH3:32])[NH:30][CH:31]=3)[CH2:23][CH2:24]1)=[O:18])(=[O:13])=[O:14])[CH:6]=[CH:5]2. The catalyst is C1COCC1.[Pt]=O. The reactants are [Cl:1][C:2]1[CH:3]=[C:4]2[C:9](=[CH:10][CH:11]=1)[CH:8]=[C:7]([S:12]([CH2:15][CH2:16][C:17]([N:19]1[CH2:24][CH2:23][CH:22](/[CH:25]=[CH:26]\[C:27]3[N:28]=[C:29]([CH3:32])[NH:30][CH:31]=3)[CH2:21][CH2:20]1)=[O:18])(=[O:14])=[O:13])[CH:6]=[CH:5]2. The yield is 0.600. (3) The yield is 0.780. The product is [ClH:1].[N:2]1[CH:7]=[CH:6][CH:5]=[CH:4][C:3]=1[C:8]#[C:9][CH2:10][CH2:11][C:12]1[O:13][C:14]2[CH:20]=[CH:19][CH:18]=[CH:17][C:15]=2[N:16]=1. The catalyst is O1CCOCC1. The reactants are [ClH:1].[N:2]1[CH:7]=[CH:6][CH:5]=[CH:4][C:3]=1[C:8]#[C:9][CH2:10][CH2:11][C:12]1[O:13][C:14]2[CH:20]=[CH:19][CH:18]=[CH:17][C:15]=2[N:16]=1. (4) The reactants are [C:1]([O:5][CH:6]([C:11]1[N:12]=[C:13]2[CH:18]=[CH:17][CH:16]=[CH:15][N:14]2[C:19]=1[C:20]1[CH:21]=[CH:22][C:23]2[O:28][CH2:27][CH2:26][CH2:25][C:24]=2[CH:29]=1)[C:7]([O:9]C)=[O:8])([CH3:4])([CH3:3])[CH3:2].[OH-].[K+]. The catalyst is C(O)C.O. The product is [C:1]([O:5][CH:6]([C:11]1[N:12]=[C:13]2[CH:18]=[CH:17][CH:16]=[CH:15][N:14]2[C:19]=1[C:20]1[CH:21]=[CH:22][C:23]2[O:28][CH2:27][CH2:26][CH2:25][C:24]=2[CH:29]=1)[C:7]([OH:9])=[O:8])([CH3:4])([CH3:2])[CH3:3]. The yield is 0.560. (5) The reactants are [C:1]1([C:7]2[S:15][C:14]3[C:13](=[O:16])[O:12][C:11](=[O:17])[NH:10][C:9]=3[CH:8]=2)[CH:6]=[CH:5][CH:4]=[CH:3][CH:2]=1.C(=O)([O-])[O-].[Na+].[Na+].[CH2:24](Br)[C:25]1[CH:30]=[CH:29][CH:28]=[CH:27][CH:26]=1. The catalyst is CC(N(C)C)=O. The product is [CH2:24]([N:10]1[C:9]2[CH:8]=[C:7]([C:1]3[CH:2]=[CH:3][CH:4]=[CH:5][CH:6]=3)[S:15][C:14]=2[C:13](=[O:16])[O:12][C:11]1=[O:17])[C:25]1[CH:30]=[CH:29][CH:28]=[CH:27][CH:26]=1. The yield is 0.663. (6) The reactants are N[C:2]1[CH:24]=[N:23][C:5]2[N:6]([CH2:15][O:16][CH2:17][CH2:18][Si:19]([CH3:22])([CH3:21])[CH3:20])[C:7]3[CH:12]=[N:11][C:10]([C:13]#[N:14])=[CH:9][C:8]=3[C:4]=2[CH:3]=1.N([O-])=O.[Na+].[ClH:29]. The catalyst is S(=O)(=O)(O)O.CC(O)=O.O.C(Cl)Cl.[Cu]Cl. The product is [Cl:29][C:2]1[CH:24]=[N:23][C:5]2[N:6]([CH2:15][O:16][CH2:17][CH2:18][Si:19]([CH3:22])([CH3:21])[CH3:20])[C:7]3[CH:12]=[N:11][C:10]([C:13]#[N:14])=[CH:9][C:8]=3[C:4]=2[CH:3]=1. The yield is 0.430. (7) The reactants are Cl.[CH2:2]([O:9][C:10]1[C:11]([C:24](O)=[O:25])=[N:12][CH:13]=[C:14]([O:16][CH2:17][C:18]2[CH:23]=[CH:22][CH:21]=[CH:20][CH:19]=2)[CH:15]=1)[C:3]1[CH:8]=[CH:7][CH:6]=[CH:5][CH:4]=1.C(N(C(C)C)CC)(C)C.CN(C)CCCN=C=NCC.ON1C2C=CC=CC=2N=N1.Cl.[CH3:58][O:59][C:60](=[O:63])[CH2:61][NH2:62]. The catalyst is CN(C=O)C. The product is [CH3:58][O:59][C:60](=[O:63])[CH2:61][NH:62][C:24]([C:11]1[C:10]([O:9][CH2:2][C:3]2[CH:8]=[CH:7][CH:6]=[CH:5][CH:4]=2)=[CH:15][C:14]([O:16][CH2:17][C:18]2[CH:23]=[CH:22][CH:21]=[CH:20][CH:19]=2)=[CH:13][N:12]=1)=[O:25]. The yield is 0.400.